Task: Predict the reactants needed to synthesize the given product.. Dataset: Full USPTO retrosynthesis dataset with 1.9M reactions from patents (1976-2016) (1) Given the product [CH:14]1([CH2:13][O:12][C:3]2[C:2]([C:26]3[C:25]4[C:20](=[CH:21][CH:22]=[CH:23][CH:24]=4)[C:19](=[O:37])[N:18]([CH3:17])[CH:27]=3)=[CH:7][C:6]([S:8]([CH3:11])(=[O:10])=[O:9])=[CH:5][N:4]=2)[CH2:16][CH2:15]1, predict the reactants needed to synthesize it. The reactants are: Br[C:2]1[C:3]([O:12][CH2:13][CH:14]2[CH2:16][CH2:15]2)=[N:4][CH:5]=[C:6]([S:8]([CH3:11])(=[O:10])=[O:9])[CH:7]=1.[CH3:17][N:18]1[CH:27]=[C:26](B2OC(C)(C)C(C)(C)O2)[C:25]2[C:20](=[CH:21][CH:22]=[CH:23][CH:24]=2)[C:19]1=[O:37].[O-]P([O-])([O-])=O.[K+].[K+].[K+]. (2) Given the product [NH2:1][C:2]1[N:7]=[C:6]([C:8]2[CH:9]=[C:10]3[C:11]([C:12]([NH2:13])=[N:34][NH:35]3)=[CH:14][CH:15]=2)[CH:5]=[C:4]([N:17]2[CH2:22][CH2:21][O:33][CH:19]([C:23]3[NH:27][C:26]4[CH:28]=[CH:29][C:30]([Cl:32])=[CH:31][C:25]=4[N:24]=3)[CH2:18]2)[N:3]=1, predict the reactants needed to synthesize it. The reactants are: [NH2:1][C:2]1[N:7]=[C:6]([C:8]2[CH:15]=[CH:14][C:11]([C:12]#[N:13])=[C:10](F)[CH:9]=2)[CH:5]=[C:4]([N:17]2[CH2:22][CH2:21]O[CH:19]([C:23]3[NH:27][C:26]4[CH:28]=[CH:29][C:30]([Cl:32])=[CH:31][C:25]=4[N:24]=3)[CH2:18]2)[N:3]=1.[OH2:33].[NH2:34][NH2:35]. (3) Given the product [CH3:1][O:2][C:3](=[O:16])[C:4]1[CH:9]=[C:8]([C:22]2[N:18]([CH3:17])[N:19]=[CH:20][CH:21]=2)[C:7]([C:11]([F:14])([F:13])[F:12])=[CH:6][C:5]=1[NH2:15], predict the reactants needed to synthesize it. The reactants are: [CH3:1][O:2][C:3](=[O:16])[C:4]1[CH:9]=[C:8](I)[C:7]([C:11]([F:14])([F:13])[F:12])=[CH:6][C:5]=1[NH2:15].[CH3:17][N:18]1[C:22]([Sn](CCCC)(CCCC)CCCC)=[CH:21][CH:20]=[N:19]1.